This data is from Forward reaction prediction with 1.9M reactions from USPTO patents (1976-2016). The task is: Predict the product of the given reaction. (1) The product is: [NH2:1][C:2]1[C:3]([C:24]([OH:26])=[O:25])=[N:4][C:5]([C:8]2[C:17]3[C:12](=[CH:13][CH:14]=[CH:15][CH:16]=3)[CH:11]=[C:10]([N:18]3[CH2:23][CH2:22][O:21][CH2:20][CH2:19]3)[N:9]=2)=[CH:6][N:7]=1. Given the reactants [NH2:1][C:2]1[C:3]([C:24]([O:26]C)=[O:25])=[N:4][C:5]([C:8]2[C:17]3[C:12](=[CH:13][CH:14]=[CH:15][CH:16]=3)[CH:11]=[C:10]([N:18]3[CH2:23][CH2:22][O:21][CH2:20][CH2:19]3)[N:9]=2)=[CH:6][N:7]=1.O[Li].O, predict the reaction product. (2) Given the reactants Cl[C:2]([O:4][CH:5]([CH3:7])[CH3:6])=[O:3].[F:8][C:9]1[CH:14]=[CH:13][CH:12]=[CH:11][C:10]=1[S:15][C:16]1[C:24]2[C:19](=[CH:20][CH:21]=[CH:22][CH:23]=2)[N:18]([C:25]2[N:30]=[C:29]([NH2:31])[C:28]([NH2:32])=[C:27]([NH2:33])[N:26]=2)[N:17]=1, predict the reaction product. The product is: [CH3:6][CH:5]([O:4][C:2](=[O:3])[NH:32][C:28]1[C:29]([NH2:31])=[N:30][C:25]([N:18]2[C:19]3[C:24](=[CH:23][CH:22]=[CH:21][CH:20]=3)[C:16]([S:15][C:10]3[CH:11]=[CH:12][CH:13]=[CH:14][C:9]=3[F:8])=[N:17]2)=[N:26][C:27]=1[NH2:33])[CH3:7]. (3) Given the reactants [Br:1]N1C(=O)CCC1=O.[CH3:9][O:10][C:11]([CH:13]1[CH2:22][CH2:21][C:20]2[C:15](=[CH:16][CH:17]=[CH:18][CH:19]=2)[NH:14]1)=[O:12], predict the reaction product. The product is: [Br:1][C:18]1[CH:19]=[C:20]2[C:15](=[CH:16][CH:17]=1)[NH:14][CH:13]([C:11]([O:10][CH3:9])=[O:12])[CH2:22][CH2:21]2.